This data is from Reaction yield outcomes from USPTO patents with 853,638 reactions. The task is: Predict the reaction yield, written as a fraction of the theoretical maximum amount of product (1.0 means a 100% yield; for example, 0.34 means a 34% yield). (1) The product is [Cl:1][C:2]1[CH:3]=[CH:4][C:5]([CH2:6][O:7][C:8]2[CH:16]=[CH:15][CH:14]=[C:10]3[C:9]=2[C:17](=[O:19])[N:23]([CH:24]2[CH2:30][CH2:29][C:28](=[O:31])[NH:27][C:25]2=[O:26])[C:11]3=[O:13])=[CH:20][CH:21]=1. The catalyst is N1C=CC=CC=1. The reactants are [Cl:1][C:2]1[CH:21]=[CH:20][C:5]([CH2:6][O:7][C:8]2[CH:16]=[CH:15][CH:14]=[C:10]([C:11]([OH:13])=O)[C:9]=2[C:17]([OH:19])=O)=[CH:4][CH:3]=1.Cl.[NH2:23][CH:24]1[CH2:30][CH2:29][C:28](=[O:31])[NH:27][C:25]1=[O:26]. The yield is 0.490. (2) The yield is 0.720. The reactants are [CH3:1][C:2]1([CH3:30])[CH2:11][CH2:10][C:9]([CH3:13])([CH3:12])[C:8]2[CH:7]=[C:6]([CH:14]([OH:17])[C:15]#[CH:16])[CH:5]=[C:4]([O:18][CH2:19][C:20]3[CH:25]=[CH:24][C:23]([C:26]([F:29])([F:28])[F:27])=[CH:22][CH:21]=3)[C:3]1=2.I[C:32]1[CH:40]=[CH:39][C:35]([C:36]([OH:38])=[O:37])=[CH:34][CH:33]=1. The catalyst is [Cu](I)I.Cl[Pd](Cl)([P](C1C=CC=CC=1)(C1C=CC=CC=1)C1C=CC=CC=1)[P](C1C=CC=CC=1)(C1C=CC=CC=1)C1C=CC=CC=1. The product is [OH:17][CH:14]([C:6]1[CH:5]=[C:4]([O:18][CH2:19][C:20]2[CH:25]=[CH:24][C:23]([C:26]([F:28])([F:27])[F:29])=[CH:22][CH:21]=2)[C:3]2[C:2]([CH3:30])([CH3:1])[CH2:11][CH2:10][C:9]([CH3:12])([CH3:13])[C:8]=2[CH:7]=1)[C:15]#[C:16][C:32]1[CH:40]=[CH:39][C:35]([C:36]([OH:38])=[O:37])=[CH:34][CH:33]=1. (3) The reactants are [F:1][C:2]([F:19])([F:18])[C:3]1[CH:4]=[CH:5][CH:6]=[C:7]2[C:12]=1[N:11]=[CH:10][CH:9]=[C:8]2[O:13][CH2:14][C:15]([OH:17])=O.C(Cl)(=O)C(Cl)=O.[CH:26]1[C:31]([NH2:32])=[CH:30][CH:29]=[C:28]([S:33]([NH:36][C:37]2[S:41][CH:40]=[CH:39][N:38]=2)(=[O:35])=[O:34])[CH:27]=1.N1C=CC=CC=1. The catalyst is C(Cl)Cl. The product is [S:41]1[CH:40]=[CH:39][N:38]=[C:37]1[NH:36][S:33]([C:28]1[CH:27]=[CH:26][C:31]([NH:32][C:15](=[O:17])[CH2:14][O:13][C:8]2[C:7]3[C:12](=[C:3]([C:2]([F:1])([F:19])[F:18])[CH:4]=[CH:5][CH:6]=3)[N:11]=[CH:10][CH:9]=2)=[CH:30][CH:29]=1)(=[O:35])=[O:34]. The yield is 0.690. (4) The reactants are Cl[C:2]1[N:7]=[CH:6][C:5]2[C:8]([C:17]([NH:19][CH:20]3[CH2:25][CH2:24][O:23][CH2:22][CH2:21]3)=[O:18])=[CH:9][N:10]([CH:11]([CH3:16])[C:12]([F:15])([F:14])[F:13])[C:4]=2[CH:3]=1.[CH:26]1([S:29]([N:32]2[CH:36]=[C:35]([C:37]3[N:42]=[C:41]([NH2:43])[CH:40]=[CH:39][N:38]=3)[CH:34]=[N:33]2)(=[O:31])=[O:30])[CH2:28][CH2:27]1.C1(P(C2CCCCC2)C2C(OC)=CC=C(OC)C=2C2C(C(C)C)=CC(C(C)C)=CC=2C(C)C)CCCCC1.C(=O)([O-])[O-].[Cs+].[Cs+]. The catalyst is CC(C1C=C(C(C)C)C(C2C(P(C3CCCCC3)C3CCCCC3)=C(OC)C=CC=2OC)=C(C(C)C)C=1)C.C1C=[C-]C(CCN)=CC=1.Cl[Pd+].O1CCOCC1. The product is [CH:26]1([S:29]([N:32]2[CH:36]=[C:35]([C:37]3[N:42]=[C:41]([NH:43][C:2]4[N:7]=[CH:6][C:5]5[C:8]([C:17]([NH:19][CH:20]6[CH2:25][CH2:24][O:23][CH2:22][CH2:21]6)=[O:18])=[CH:9][N:10]([CH:11]([CH3:16])[C:12]([F:15])([F:14])[F:13])[C:4]=5[CH:3]=4)[CH:40]=[CH:39][N:38]=3)[CH:34]=[N:33]2)(=[O:30])=[O:31])[CH2:28][CH2:27]1. The yield is 0.220. (5) The reactants are C1(C2OC3=C(N)N=CC=C3C=2)C=CC=CC=1.[I:17][C:18]1[CH:23]=[N:22][C:21]([NH2:24])=[C:20]2[O:25][C:26]([C:28]3[CH:37]=[CH:36][CH:35]=[C:34]4[C:29]=3C=CN=C4)=[CH:27][C:19]=12. No catalyst specified. The product is [I:17][C:18]1[CH:23]=[N:22][C:21]([NH2:24])=[C:20]2[O:25][C:26]([C:28]3[CH:37]=[CH:36][CH:35]=[CH:34][CH:29]=3)=[CH:27][C:19]=12. The yield is 0.650.